Dataset: Forward reaction prediction with 1.9M reactions from USPTO patents (1976-2016). Task: Predict the product of the given reaction. Given the reactants [H-].[Na+].[NH2:3][C:4]1[C:9]([CH2:10][N:11]([CH2:17][C:18]2[CH:23]=[CH:22][C:21]([O:24][CH3:25])=[CH:20][CH:19]=2)[CH2:12][C:13](OC)=[O:14])=[CH:8][C:7]([Br:26])=[CH:6][N:5]=1.O, predict the reaction product. The product is: [Br:26][C:7]1[CH:6]=[N:5][C:4]2[NH:3][C:13](=[O:14])[CH2:12][N:11]([CH2:17][C:18]3[CH:23]=[CH:22][C:21]([O:24][CH3:25])=[CH:20][CH:19]=3)[CH2:10][C:9]=2[CH:8]=1.